This data is from Clinical trial toxicity outcomes and FDA approval status for drugs. The task is: Regression/Classification. Given a drug SMILES string, predict its toxicity properties. Task type varies by dataset: regression for continuous values (e.g., LD50, hERG inhibition percentage) or binary classification for toxic/non-toxic outcomes (e.g., AMES mutagenicity, cardiotoxicity, hepatotoxicity). Dataset: clintox. (1) The molecule is COc1c(C)c2c(c([O-])c1C/C=C(\C)CCC(=O)OCC[NH+]1CCOCC1)C(=O)OC2. The result is 0 (passed clinical trial). (2) The molecule is C#C[C@]1(O)CC[C@H]2[C@@H]3CCC4=C/C(=N/O)CC[C@@H]4[C@H]3CC[C@@]21CC. The result is 0 (passed clinical trial). (3) The molecule is Nc1ccc(S(N)(=O)=O)cc1. The result is 0 (passed clinical trial). (4) The drug is C#CC[NH+](C)[C@H](C)Cc1ccccc1. The result is 0 (passed clinical trial). (5) The drug is CCOC(=O)[C@H](CCc1ccccc1)[NH2+][C@@H](C)C(=O)N1CC2(C[C@H]1C(=O)[O-])SCCS2. The result is 0 (passed clinical trial). (6) The molecule is C[C@@H](Cc1ccc(O)c(O)c1)[C@H](C)Cc1ccc(O)c(O)c1. The result is 0 (passed clinical trial). (7) The compound is C[C@]1(Cn2ccnn2)[C@H](C(=O)[O-])N2C(=O)C[C@H]2S1(=O)=O. The result is 0 (passed clinical trial). (8) The molecule is CCSc1ccc2c(c1)N(CCCN1CC[NH+](C)CC1)c1ccccc1S2. The result is 0 (passed clinical trial). (9) The molecule is C#C[C@]1(O)CC[C@H]2[C@@H]3CCC4=CC(=O)CC[C@@H]4[C@H]3CC[C@@]21C. The result is 0 (passed clinical trial).